This data is from Retrosynthesis with 50K atom-mapped reactions and 10 reaction types from USPTO. The task is: Predict the reactants needed to synthesize the given product. (1) Given the product Fc1cccc(Nc2nc(Cl)nc3nc[nH]c23)c1, predict the reactants needed to synthesize it. The reactants are: Clc1nc(Cl)c2[nH]cnc2n1.Nc1cccc(F)c1. (2) Given the product Brc1cccc(N(CCN2CCOCC2)c2ccncn2)n1, predict the reactants needed to synthesize it. The reactants are: Brc1cccc(Nc2ccncn2)n1.ClCCN1CCOCC1. (3) Given the product Nc1cccc2c1C(=O)c1cc([N+](=O)[O-])ccc1C2=O, predict the reactants needed to synthesize it. The reactants are: O=C1c2ccc([N+](=O)[O-])cc2C(=O)c2c1cccc2[N+](=O)[O-]. (4) Given the product CCOC(=O)CNc1cnnc(Cl)c1Cl, predict the reactants needed to synthesize it. The reactants are: CCOC(=O)CN.Clc1cnnc(Cl)c1Cl. (5) The reactants are: CC(C)(C)O[K].O=Cc1cc(Cl)ccc1-c1ccc(Br)c2ccccc12. Given the product COC=Cc1cc(Cl)ccc1-c1ccc(Br)c2ccccc12, predict the reactants needed to synthesize it. (6) The reactants are: CC(C)(C)OC(=O)OC(=O)OC(C)(C)C.Cc1c(N)cncc1Br. Given the product Cc1c(Br)cncc1NC(=O)OC(C)(C)C, predict the reactants needed to synthesize it.